This data is from Reaction yield outcomes from USPTO patents with 853,638 reactions. The task is: Predict the reaction yield, written as a fraction of the theoretical maximum amount of product (1.0 means a 100% yield; for example, 0.34 means a 34% yield). (1) The reactants are [C:1]([C:4]1[CH:33]=[CH:32][C:7]([O:8][CH2:9][C:10]2[CH:15]=[CH:14][C:13]([CH:16]([O:25]C3CCCCO3)[C:17]3[CH:18]=[C:19]([CH:22]=[CH:23][CH:24]=3)[C:20]#[N:21])=[CH:12][CH:11]=2)=[C:6]([CH2:34][CH2:35][CH3:36])[C:5]=1[OH:37])(=[O:3])[CH3:2].[N-:38]=[N+:39]=[N-:40].[Na+].Cl.O.C1(C)C=CC(S(O)(=O)=O)=CC=1. The catalyst is O.[Br-].[Zn+2].[Br-].C(O)(C)C. The product is [OH:37][C:5]1[C:6]([CH2:34][CH2:35][CH3:36])=[C:7]([O:8][CH2:9][C:10]2[CH:11]=[CH:12][C:13]([CH:16]([OH:25])[C:17]3[CH:24]=[CH:23][CH:22]=[C:19]([C:20]4[N:38]=[N:39][NH:40][N:21]=4)[CH:18]=3)=[CH:14][CH:15]=2)[CH:32]=[CH:33][C:4]=1[C:1](=[O:3])[CH3:2]. The yield is 0.950. (2) The reactants are [CH3:1][C:2]1([CH3:26])[N:8]([CH2:9][CH2:10][CH2:11][CH2:12][OH:13])[C:6](=[S:7])[N:5]([C:14]2[CH:15]=[CH:16][C:17]([C:24]#[N:25])=[C:18]([C:20]([F:23])([F:22])[F:21])[CH:19]=2)[C:3]1=[O:4].C1C=C[NH+]=CC=1.C1C=C[NH+]=CC=1.[O-:39][Cr](O[Cr]([O-])(=O)=O)(=O)=O. The catalyst is CN(C=O)C. The product is [C:24]([C:17]1[CH:16]=[CH:15][C:14]([N:5]2[C:3](=[O:4])[C:2]([CH3:26])([CH3:1])[N:8]([CH2:9][CH2:10][CH2:11][C:12]([OH:39])=[O:13])[C:6]2=[S:7])=[CH:19][C:18]=1[C:20]([F:23])([F:22])[F:21])#[N:25]. The yield is 0.900. (3) The reactants are [S:1]1[CH:5]=[C:4]([C:6]2[CH:11]=[CH:10][CH:9]=[CH:8][C:7]=2[OH:12])N=N1.Br[CH2:14][C:15]1[CH:20]=[CH:19][C:18]([B:21]2[O:25][C:24]([CH3:27])([CH3:26])[C:23]([CH3:29])([CH3:28])[O:22]2)=[CH:17][CH:16]=1.C([O-])([O-])=O.[K+].[K+]. The catalyst is CC#N. The product is [CH3:26][C:24]1([CH3:27])[C:23]([CH3:28])([CH3:29])[O:22][B:21]([C:18]2[CH:17]=[CH:16][C:15]([CH2:14][S:1][C:5]3[O:12][C:7]4[CH:8]=[CH:9][CH:10]=[CH:11][C:6]=4[CH:4]=3)=[CH:20][CH:19]=2)[O:25]1. The yield is 0.400. (4) The reactants are Br[C:2]1[CH:7]=[CH:6][CH:5]=[CH:4][C:3]=1[CH2:8][CH2:9][N:10]([CH3:12])[CH3:11].C(O)(C)C.C(=O)=O.C([Li])CCC.[B:25](OC)([O:28][CH3:29])[O:26][CH3:27]. The yield is 0.765. The catalyst is O1CCCC1. The product is [CH3:11][N:10]([CH3:12])[CH2:9][CH2:8][C:3]1[CH:4]=[CH:5][CH:6]=[CH:7][C:2]=1[B:25]([O:28][CH3:29])[O:26][CH3:27]. (5) The reactants are [CH3:1][O:2][C:3]1[C:8]2[CH:9]([NH:12][C:13]3[O:14][CH2:15][C:16]4[CH:22]=[C:21]([NH2:23])[CH:20]=[CH:19][C:17]=4[N:18]=3)[CH2:10][O:11][C:7]=2[CH:6]=[CH:5][CH:4]=1.[C:24]1([S:30](Cl)(=[O:32])=[O:31])[CH:29]=[CH:28][CH:27]=[CH:26][CH:25]=1. No catalyst specified. The product is [CH3:1][O:2][C:3]1[C:8]2[CH:9]([NH:12][C:13]3[O:14][CH2:15][C:16]4[CH:22]=[C:21]([NH:23][S:30]([C:24]5[CH:29]=[CH:28][CH:27]=[CH:26][CH:25]=5)(=[O:32])=[O:31])[CH:20]=[CH:19][C:17]=4[N:18]=3)[CH2:10][O:11][C:7]=2[CH:6]=[CH:5][CH:4]=1. The yield is 0.550. (6) The reactants are [F-].[CH2:2]([N+](CCCC)(CCCC)CCCC)[CH2:3][CH2:4]C.[Si]([O:26][C:27]1[CH:32]=[CH:31][C:30]([C:33]([C:35]2[CH:40]=[CH:39][C:38]([Cl:41])=[C:37]([O:42][CH3:43])[N:36]=2)=[O:34])=[CH:29][C:28]=1[Cl:44])(C(C)(C)C)(C)C.O. The catalyst is O1CCCC1. The product is [Cl:41][C:38]1[CH:39]=[CH:40][C:35]([C:33]([C:30]2[CH:31]=[CH:32][C:27]([O:26][CH:3]([CH3:4])[CH3:2])=[C:28]([Cl:44])[CH:29]=2)=[O:34])=[N:36][C:37]=1[O:42][CH3:43]. The yield is 0.930. (7) The reactants are [Br:1][C:2]1[CH:6]=[CH:5][S:4][C:3]=1[C:7]([C:9]1[CH:14]=[CH:13][C:12]([O:15][CH3:16])=[CH:11][CH:10]=1)=O.Cl.[NH2:18][OH:19].N1C=CC=CC=1.Cl. The catalyst is C1(C)C=CC=CC=1.O. The product is [Br:1][C:2]1[CH:6]=[CH:5][S:4][C:3]=1[C:7]([C:9]1[CH:14]=[CH:13][C:12]([O:15][CH3:16])=[CH:11][CH:10]=1)=[N:18][OH:19]. The yield is 0.950.